Dataset: Full USPTO retrosynthesis dataset with 1.9M reactions from patents (1976-2016). Task: Predict the reactants needed to synthesize the given product. Given the product [CH3:1][O:2][C:3](=[O:14])[C:4]([C:7]1[CH:8]=[N:9][C:10]([NH:13][C:16]2[C:17](=[O:24])[N:18]([CH3:23])[CH:19]=[C:20]([Br:22])[CH:21]=2)=[CH:11][CH:12]=1)([CH3:6])[CH3:5], predict the reactants needed to synthesize it. The reactants are: [CH3:1][O:2][C:3](=[O:14])[C:4]([C:7]1[CH:8]=[N:9][C:10]([NH2:13])=[CH:11][CH:12]=1)([CH3:6])[CH3:5].Br[C:16]1[C:17](=[O:24])[N:18]([CH3:23])[CH:19]=[C:20]([Br:22])[CH:21]=1.C(=O)([O-])[O-].[Cs+].[Cs+].CC1(C)C2C(=C(P(C3C=CC=CC=3)C3C=CC=CC=3)C=CC=2)OC2C(P(C3C=CC=CC=3)C3C=CC=CC=3)=CC=CC1=2.